Task: Predict the reactants needed to synthesize the given product.. Dataset: Full USPTO retrosynthesis dataset with 1.9M reactions from patents (1976-2016) (1) Given the product [NH2:15][C:14]1[N:25]([CH2:28][CH3:17])[C:24]2[C:2]([C:13]=1[C:12]#[N:16])=[CH:3][CH:5]=[C:6]([N+:9]([O-:11])=[O:10])[CH:7]=2, predict the reactants needed to synthesize it. The reactants are: F[C:2]1C=[CH:7][C:6]([N+:9]([O-:11])=[O:10])=[CH:5][C:3]=1N.[C:12](#[N:16])[CH2:13][C:14]#[N:15].[C:17](=O)([O-])[O-].[K+].[K+].O.[CH3:24][N:25]([CH3:28])C=O. (2) Given the product [ClH:29].[ClH:29].[OH:27][CH:3]1[N:22]2[C:23]([CH3:26])=[N:24][CH:25]=[C:21]2[C:19](=[O:20])[N:5]([CH:6]2[CH2:7][CH2:8][NH:9][CH2:10][CH2:11]2)[CH2:4]1, predict the reactants needed to synthesize it. The reactants are: CO[CH:3]([O:27]C)[CH2:4][N:5]([C:19]([C:21]1[N:22]=[C:23]([CH3:26])[NH:24][CH:25]=1)=[O:20])[CH:6]1[CH2:11][CH2:10][N:9](C(OC(C)(C)C)=O)[CH2:8][CH2:7]1.[ClH:29]. (3) Given the product [Cl:1][CH2:2][C:3]1[CH:11]=[CH:10][C:6]([C:7]([NH:13][C:14]2[CH:15]=[N:16][CH:17]=[CH:18][CH:19]=2)=[O:8])=[CH:5][CH:4]=1, predict the reactants needed to synthesize it. The reactants are: [Cl:1][CH2:2][C:3]1[CH:11]=[CH:10][C:6]([C:7](Cl)=[O:8])=[CH:5][CH:4]=1.C[NH:13][C:14]1[CH:15]=[N:16][CH:17]=[CH:18][CH:19]=1.O. (4) Given the product [CH:1]1([NH:4][C:5](=[O:22])[C:6]2[CH:11]=[C:10]([CH2:12][CH2:13][CH2:14][O:15][CH3:16])[CH:9]=[C:8]([CH2:17][CH2:18][CH2:19][O:20][CH3:21])[CH:7]=2)[CH2:3][CH2:2]1, predict the reactants needed to synthesize it. The reactants are: [CH:1]1([NH:4][C:5](=[O:22])[C:6]2[CH:11]=[C:10](/[CH:12]=[CH:13]/[CH2:14][O:15][CH3:16])[CH:9]=[C:8](/[CH:17]=[CH:18]/[CH2:19][O:20][CH3:21])[CH:7]=2)[CH2:3][CH2:2]1.[H][H]. (5) Given the product [CH3:15][N:16]([CH2:14][C:13]1[NH:3][C:4](=[O:12])[C:5]2[C:6]([CH:11]=1)=[CH:7][CH:8]=[CH:9][CH:10]=2)[CH3:17], predict the reactants needed to synthesize it. The reactants are: C([N:3]([CH2:13][CH3:14])[C:4](=[O:12])[C:5]1[CH:10]=[CH:9][CH:8]=[CH:7][C:6]=1[CH3:11])C.[CH3:15][N:16](C)[CH2:17]C#N. (6) Given the product [S:29]1[CH:30]=[CH:31][N:32]=[C:28]1[NH:27][S:24]([CH:23]([C:20]1[CH:19]=[CH:18][C:17]([S:14]([CH3:13])(=[O:16])=[O:15])=[CH:22][CH:21]=1)[CH2:38][CH:33]1[CH2:37][CH2:36][CH2:35][CH2:34]1)(=[O:25])=[O:26], predict the reactants needed to synthesize it. The reactants are: C(NC(C)C)(C)C.[Li]CCCC.[CH3:13][S:14]([C:17]1[CH:22]=[CH:21][C:20]([CH2:23][S:24]([NH:27][C:28]2[S:29][CH:30]=[CH:31][N:32]=2)(=[O:26])=[O:25])=[CH:19][CH:18]=1)(=[O:16])=[O:15].[CH:33]1([CH2:38]I)[CH2:37][CH2:36][CH2:35][CH2:34]1.Cl. (7) Given the product [C:25]1([C:23]2[CH:22]=[N:21][C:20]3[C:19]([CH:24]=2)=[C:10]2[CH:11]=[CH:12][CH:13]=[CH:14][C:9]2=[N:8][C:31]=3[NH2:32])[CH:30]=[CH:29][CH:28]=[CH:27][CH:26]=1, predict the reactants needed to synthesize it. The reactants are: C(OC([NH:8][C:9]1[CH:14]=[CH:13][CH:12]=[CH:11][C:10]=1B(O)O)=O)(C)(C)C.Cl[C:19]1[C:20]([C:31]#[N:32])=[N:21][CH:22]=[C:23]([C:25]2[CH:30]=[CH:29][CH:28]=[CH:27][CH:26]=2)[CH:24]=1.C(=O)([O-])[O-].[Na+].[Na+]. (8) Given the product [C:22]([NH:30][C:31]1[CH:32]=[C:33]([CH:37]=[CH:38][N:39]=1)[C:34]([NH:10][CH2:9][C:6]1[CH:7]=[CH:8][C:3]([CH3:2])=[CH:4][CH:5]=1)=[O:35])(=[O:29])[C:23]1[CH:24]=[CH:25][CH:26]=[CH:27][CH:28]=1, predict the reactants needed to synthesize it. The reactants are: F[C:2](F)(F)[C:3]1[CH:8]=[CH:7][C:6]([CH2:9][NH2:10])=[CH:5][CH:4]=1.CC1C=CC(CN)=CC=1.[C:22]([NH:30][C:31]1[CH:32]=[C:33]([CH:37]=[CH:38][N:39]=1)[C:34](O)=[O:35])(=[O:29])[C:23]1[CH:28]=[CH:27][CH:26]=[CH:25][CH:24]=1.